This data is from Catalyst prediction with 721,799 reactions and 888 catalyst types from USPTO. The task is: Predict which catalyst facilitates the given reaction. (1) Reactant: [OH:1][C:2]1[CH:11]=[CH:10][C:5]2[C:6](=[O:9])[CH2:7][O:8][C:4]=2[C:3]=1[I:12].[C:13](=O)([O-])[O-].[K+].[K+].CI.O. Product: [I:12][C:3]1[C:4]2[O:8][CH2:7][C:6](=[O:9])[C:5]=2[CH:10]=[CH:11][C:2]=1[O:1][CH3:13]. The catalyst class is: 3. (2) Product: [F:52][C:38]1[CH:39]=[C:40]([C:44]2[CH:49]=[CH:48][CH:47]=[CH:46][C:45]=2[C:50]2[NH:3][C:4](=[O:7])[O:5][N:51]=2)[CH:41]=[C:42]([F:43])[C:37]=1[CH2:36][N:19]1[C:18]2[S:53][C:15]([CH2:13][CH3:14])=[CH:16][C:17]=2[C:22](=[O:23])[N:21]([CH2:24][C:25]([C:27]2[CH:28]=[CH:29][C:30]([O:33][CH3:34])=[CH:31][CH:32]=2)=[O:26])[C:20]1=[O:35]. The catalyst class is: 22. Reactant: [Cl-].O[NH3+:3].[C:4](=[O:7])([O-])[OH:5].[Na+].CS(C)=O.[CH2:13]([C:15]1[S:53][C:18]2[N:19]([CH2:36][C:37]3[C:42]([F:43])=[CH:41][C:40]([C:44]4[C:45]([C:50]#[N:51])=[CH:46][CH:47]=[CH:48][CH:49]=4)=[CH:39][C:38]=3[F:52])[C:20](=[O:35])[N:21]([CH2:24][C:25]([C:27]3[CH:32]=[CH:31][C:30]([O:33][CH3:34])=[CH:29][CH:28]=3)=[O:26])[C:22](=[O:23])[C:17]=2[CH:16]=1)[CH3:14]. (3) Reactant: O.NN.[C:4]1([C:10]2[CH:11]=[CH:12][C:13]3[N:14]([C:16]([C:19]([C:21]4[CH:22]=[C:23]5[C:28](=[CH:29][CH:30]=4)[N:27]=[CH:26][CH:25]=[CH:24]5)=O)=[CH:17][N:18]=3)[N:15]=2)[CH:9]=[CH:8][CH:7]=[CH:6][CH:5]=1.[OH-].[K+].C(O)COCCO. Product: [C:4]1([C:10]2[CH:11]=[CH:12][C:13]3[N:14]([C:16]([CH2:19][C:21]4[CH:22]=[C:23]5[C:28](=[CH:29][CH:30]=4)[N:27]=[CH:26][CH:25]=[CH:24]5)=[CH:17][N:18]=3)[N:15]=2)[CH:5]=[CH:6][CH:7]=[CH:8][CH:9]=1. The catalyst class is: 6. (4) Reactant: C([SiH2][O:6][C:7](C)(C)[C:8]1[N:12]([CH3:13])[N:11]=[C:10]([C:14]2[CH:19]=[CH:18][C:17]([C:20]([F:23])([F:22])[F:21])=[CH:16][CH:15]=2)[C:9]=1[CH3:24])(C)(C)C.[F-].C([N+](CCCC)(CCCC)CCCC)CCC. The catalyst class is: 1. Product: [CH3:13][N:12]1[C:8]([CH2:7][OH:6])=[C:9]([CH3:24])[C:10]([C:14]2[CH:19]=[CH:18][C:17]([C:20]([F:21])([F:23])[F:22])=[CH:16][CH:15]=2)=[N:11]1. (5) Product: [CH3:28][C:29]1([CH3:41])[O:33][C@H:32]([CH2:34][N:35]2[CH:39]=[CH:38][C:37]([NH:40][C:11](=[O:13])[C@@H:10]([N:8]3[CH2:9][C:5]([O:4][C:3]4[C:19]([F:27])=[CH:20][CH:21]=[C:22]([O:23][CH:24]([CH3:25])[CH3:26])[C:2]=4[F:1])=[CH:6][C:7]3=[O:18])[CH2:14][CH:15]([CH3:16])[CH3:17])=[N:36]2)[CH2:31][O:30]1. Reactant: [F:1][C:2]1[C:22]([O:23][CH:24]([CH3:26])[CH3:25])=[CH:21][CH:20]=[C:19]([F:27])[C:3]=1[O:4][C:5]1[CH2:9][N:8]([C@@H:10]([CH2:14][CH:15]([CH3:17])[CH3:16])[C:11]([OH:13])=O)[C:7](=[O:18])[CH:6]=1.[CH3:28][C:29]1([CH3:41])[O:33][C@H:32]([CH2:34][N:35]2[CH:39]=[CH:38][C:37]([NH2:40])=[N:36]2)[CH2:31][O:30]1.F[P-](F)(F)(F)(F)F.N1(O[P+](N(C)C)(N(C)C)N(C)C)C2C=CC=CC=2N=N1.C(N(CC)C(C)C)(C)C. The catalyst class is: 9.